From a dataset of Forward reaction prediction with 1.9M reactions from USPTO patents (1976-2016). Predict the product of the given reaction. (1) Given the reactants C(OC([NH:8][C:9]1[C:10]2[N:11]([C:31](I)=[CH:32][N:33]=2)[CH2:12][C@:13]([C:16]2[CH:17]=[C:18]([NH:23][C:24](=[O:30])[O:25][C:26]([CH3:29])([CH3:28])[CH3:27])[CH:19]=[CH:20][C:21]=2[F:22])([CH3:15])[N:14]=1)=O)(C)(C)C.[CH3:35][N:36](C=O)C, predict the reaction product. The product is: [NH2:8][C:9]1[C:10]2[N:11]([C:31]([C:35]#[N:36])=[CH:32][N:33]=2)[CH2:12][C@:13]([C:16]2[CH:17]=[C:18]([NH:23][C:24](=[O:30])[O:25][C:26]([CH3:27])([CH3:29])[CH3:28])[CH:19]=[CH:20][C:21]=2[F:22])([CH3:15])[N:14]=1. (2) Given the reactants ClC(Cl)(Cl)[C:3]([NH:5][C:6]1[CH:11]=[CH:10][C:9]([Cl:12])=[C:8]([C:13]([F:16])([F:15])[F:14])[CH:7]=1)=[O:4].N12CCCN=C1CCCCC2.[NH2:30][C:31]1[CH:36]=[CH:35][C:34]([OH:37])=[CH:33][CH:32]=1, predict the reaction product. The product is: [Cl:12][C:9]1[CH:10]=[CH:11][C:6]([NH:5][C:3]([NH:30][C:31]2[CH:36]=[CH:35][C:34]([OH:37])=[CH:33][CH:32]=2)=[O:4])=[CH:7][C:8]=1[C:13]([F:16])([F:15])[F:14]. (3) Given the reactants N1CCOCC1.O.C1(C)C=CC(S(O)(=O)=O)=CC=1.[C:19]([O:23][C:24]([N:26]1[CH2:31][CH2:30][C:29](=[O:32])[CH2:28][CH2:27]1)=[O:25])([CH3:22])([CH3:21])[CH3:20].[F:33][C:34]1[CH:41]=[CH:40][C:37]([CH:38]=O)=[CH:36][CH:35]=1, predict the reaction product. The product is: [C:19]([O:23][C:24]([N:26]1[CH2:27][CH2:28][C:29](=[O:32])[C:30](=[CH:38][C:37]2[CH:40]=[CH:41][C:34]([F:33])=[CH:35][CH:36]=2)[CH2:31]1)=[O:25])([CH3:22])([CH3:20])[CH3:21].